This data is from Full USPTO retrosynthesis dataset with 1.9M reactions from patents (1976-2016). The task is: Predict the reactants needed to synthesize the given product. Given the product [F:33][C:34]1[CH:39]=[CH:38][C:37]([C:2]2[C:10]3[C:5](=[CH:6][CH:7]=[C:8]([N+:11]([O-:13])=[O:12])[CH:9]=3)[N:4]([C:14]([C:27]3[CH:32]=[CH:31][CH:30]=[CH:29][CH:28]=3)([C:21]3[CH:26]=[CH:25][CH:24]=[CH:23][CH:22]=3)[C:15]3[CH:20]=[CH:19][CH:18]=[CH:17][CH:16]=3)[N:3]=2)=[CH:36][C:35]=1[OH:43], predict the reactants needed to synthesize it. The reactants are: Br[C:2]1[C:10]2[C:5](=[CH:6][CH:7]=[C:8]([N+:11]([O-:13])=[O:12])[CH:9]=2)[N:4]([C:14]([C:27]2[CH:32]=[CH:31][CH:30]=[CH:29][CH:28]=2)([C:21]2[CH:26]=[CH:25][CH:24]=[CH:23][CH:22]=2)[C:15]2[CH:20]=[CH:19][CH:18]=[CH:17][CH:16]=2)[N:3]=1.[F:33][C:34]1[CH:39]=[CH:38][C:37](B(O)O)=[CH:36][C:35]=1[OH:43].[O-]P([O-])([O-])=O.[K+].[K+].[K+].